Predict the reaction yield, written as a fraction of the theoretical maximum amount of product (1.0 means a 100% yield; for example, 0.34 means a 34% yield). From a dataset of Reaction yield outcomes from USPTO patents with 853,638 reactions. (1) The reactants are [F:1][C:2]([F:41])([F:40])[C:3]1[CH:4]=[C:5]([CH:33]=[C:34]([C:36]([F:39])([F:38])[F:37])[CH:35]=1)[CH2:6][N:7]([CH2:14][C:15]1[CH:20]=[C:19]([C:21]([F:24])([F:23])[F:22])[CH:18]=[CH:17][C:16]=1[C:25]([CH:27]1[CH2:32][CH2:31][CH2:30][CH2:29][CH2:28]1)=[O:26])[C:8]1[N:9]=[N:10][N:11]([CH3:13])[N:12]=1.[BH4-].[Na+]. The catalyst is CO. The product is [F:41][C:2]([F:1])([F:40])[C:3]1[CH:4]=[C:5]([CH:33]=[C:34]([C:36]([F:37])([F:38])[F:39])[CH:35]=1)[CH2:6][N:7]([CH2:14][C:15]1[CH:20]=[C:19]([C:21]([F:24])([F:23])[F:22])[CH:18]=[CH:17][C:16]=1[CH:25]([CH:27]1[CH2:32][CH2:31][CH2:30][CH2:29][CH2:28]1)[OH:26])[C:8]1[N:9]=[N:10][N:11]([CH3:13])[N:12]=1. The yield is 0.997. (2) The product is [CH2:25]([S:27]([N:6]1[CH2:5][C:4](=[CH:3][C:1]#[N:2])[CH2:7]1)(=[O:29])=[O:28])[CH3:26]. The catalyst is C(#N)C. The reactants are [C:1]([CH:3]=[C:4]1[CH2:7][N:6](C(OC(C)(C)C)=O)[CH2:5]1)#[N:2].Cl.C(N(C(C)C)CC)(C)C.[CH2:25]([S:27](Cl)(=[O:29])=[O:28])[CH3:26]. The yield is 0.910.